This data is from Catalyst prediction with 721,799 reactions and 888 catalyst types from USPTO. The task is: Predict which catalyst facilitates the given reaction. (1) Reactant: [CH3:1][O:2][C:3]1[CH:4]=[C:5]([CH:12]=[C:13]([Br:17])[C:14]=1[O:15][CH3:16])[CH:6]=[C:7]([C:10]#[N:11])[C:8]#[N:9].[C:18]1([OH:28])[C:27]2[CH2:26][CH2:25][CH2:24][CH2:23][C:22]=2[CH:21]=[CH:20][CH:19]=1.N1CCCCC1. Product: [NH2:9][C:8]1[O:28][C:18]2[C:27]3[CH2:26][CH2:25][CH2:24][CH2:23][C:22]=3[CH:21]=[CH:20][C:19]=2[CH:6]([C:5]2[CH:4]=[C:3]([O:2][CH3:1])[C:14]([O:15][CH3:16])=[C:13]([Br:17])[CH:12]=2)[C:7]=1[C:10]#[N:11]. The catalyst class is: 8. (2) The catalyst class is: 5. Product: [OH:1][C:2]1([CH2:21][N:22]([CH3:33])[C:23]2[CH:24]=[CH:25][C:26]([C:27]([O:29][CH3:30])=[O:28])=[CH:31][CH:32]=2)[CH2:7][CH2:6][N:5]([CH2:8][CH2:9][C:10]2[CH:11]=[CH:12][C:13]([S:16]([CH3:19])(=[O:18])=[O:17])=[CH:14][CH:15]=2)[CH2:4][CH2:3]1. Reactant: [OH:1][C:2]1([CH2:21][N:22]([CH3:33])[C:23]2[CH:32]=[CH:31][C:26]([C:27]([O:29][CH3:30])=[O:28])=[CH:25][CH:24]=2)[CH2:7][CH2:6][N:5]([C:8](=O)[CH2:9][C:10]2[CH:15]=[CH:14][C:13]([S:16]([CH3:19])(=[O:18])=[O:17])=[CH:12][CH:11]=2)[CH2:4][CH2:3]1.O1CCCC1.C(Cl)(Cl)Cl.Cl.CO. (3) Reactant: [NH2:1][C:2]1[CH:7]=[CH:6][C:5]([NH:8][C:9]([NH:11][C:12](=[O:23])[C:13]2[CH:18]=[CH:17][C:16]([C:19]([CH3:22])([CH3:21])[CH3:20])=[CH:15][CH:14]=2)=[S:10])=[CH:4][CH:3]=1.[C:24]([O:28][C:29]([NH:31][CH2:32][CH2:33][CH2:34][CH2:35][CH2:36][C:37](O)=[O:38])=[O:30])([CH3:27])([CH3:26])[CH3:25].F[P-](F)(F)(F)(F)F.Br[P+](N1CCCC1)(N1CCCC1)N1CCCC1.C(N(CC)C(C)C)(C)C. Product: [C:24]([O:28][C:29](=[O:30])[NH:31][CH2:32][CH2:33][CH2:34][CH2:35][CH2:36][C:37](=[O:38])[NH:1][C:2]1[CH:7]=[CH:6][C:5]([NH:8][C:9]([NH:11][C:12](=[O:23])[C:13]2[CH:14]=[CH:15][C:16]([C:19]([CH3:20])([CH3:22])[CH3:21])=[CH:17][CH:18]=2)=[S:10])=[CH:4][CH:3]=1)([CH3:27])([CH3:25])[CH3:26]. The catalyst class is: 2. (4) Reactant: Cl[C:2]1[CH:7]=[C:6]([CH3:8])[N:5]=[C:4]([C:9]2[C:17]3[C:12](=[N:13][CH:14]=[CH:15][CH:16]=3)[N:11]([CH2:18][C:19]3[CH:24]=[CH:23][CH:22]=[CH:21][C:20]=3[F:25])[N:10]=2)[N:3]=1.[CH2:26]([O:28][CH2:29][CH2:30][CH2:31][NH2:32])[CH3:27]. Product: [CH2:26]([O:28][CH2:29][CH2:30][CH2:31][NH:32][C:2]1[CH:7]=[C:6]([CH3:8])[N:5]=[C:4]([C:9]2[C:17]3[C:12](=[N:13][CH:14]=[CH:15][CH:16]=3)[N:11]([CH2:18][C:19]3[CH:24]=[CH:23][CH:22]=[CH:21][C:20]=3[F:25])[N:10]=2)[N:3]=1)[CH3:27]. The catalyst class is: 16. (5) Reactant: [Br:1][C:2]1[CH:7]=[CH:6][CH:5]=[CH:4][C:3]=1[C@@H:8]1[CH2:10][C@H:9]1[C:11]([OH:13])=O.[C:14]1([C@H:20]([CH2:22][OH:23])[NH2:21])[CH:19]=[CH:18][CH:17]=[CH:16][CH:15]=1.C1C=CC2N(O)N=NC=2C=1.CCN=C=NCCCN(C)C.Cl. Product: [OH:23][CH2:22][CH:20]([NH:21][C:11]([C@@H:9]1[CH2:10][C@H:8]1[C:3]1[CH:4]=[CH:5][CH:6]=[CH:7][C:2]=1[Br:1])=[O:13])[C:14]1[CH:19]=[CH:18][CH:17]=[CH:16][CH:15]=1. The catalyst class is: 2. (6) Reactant: [OH-].[K+].[F:3][C:4]1[CH:9]=[CH:8][C:7]([C:10]2[O:22][C:13]3[CH:14]=[CH:15][C:16]4[O:20][CH:19]([CH3:21])[CH2:18][C:17]=4[C:12]=3[C:11]=2[C:23]([O:25]C)=[O:24])=[CH:6][CH:5]=1.Cl. Product: [F:3][C:4]1[CH:9]=[CH:8][C:7]([C:10]2[O:22][C:13]3[CH:14]=[CH:15][C:16]4[O:20][CH:19]([CH3:21])[CH2:18][C:17]=4[C:12]=3[C:11]=2[C:23]([OH:25])=[O:24])=[CH:6][CH:5]=1. The catalyst class is: 87.